Dataset: Catalyst prediction with 721,799 reactions and 888 catalyst types from USPTO. Task: Predict which catalyst facilitates the given reaction. (1) Reactant: [F:1][C:2]1[CH:11]=[C:10]2[C:5]([CH:6]=[CH:7][CH:8]=[N:9]2)=[CH:4][C:3]=1[CH:12]([OH:25])[C:13]1[N:17]2[N:18]=[C:19]([C:22](=O)[CH3:23])[CH:20]=[CH:21][C:16]2=[N:15][CH:14]=1.Cl.[NH2:27][NH:28][C:29]([NH2:31])=[O:30].C(N(CC)CC)C. Product: [F:1][C:2]1[CH:11]=[C:10]2[C:5]([CH:6]=[CH:7][CH:8]=[N:9]2)=[CH:4][C:3]=1[CH:12]([OH:25])[C:13]1[N:17]2[N:18]=[C:19](/[C:22](=[N:27]/[NH:28][C:29]([NH2:31])=[O:30])/[CH3:23])[CH:20]=[CH:21][C:16]2=[N:15][CH:14]=1. The catalyst class is: 5. (2) Reactant: [CH3:1][C:2]1[N:3]([C:8]2[CH:22]=[CH:21][C:11]3[CH2:12][CH2:13][N:14](C(OC)=O)[CH2:15][CH2:16][C:10]=3[CH:9]=2)[C:4]([CH3:7])=[CH:5][CH:6]=1.[OH-].[K+].O. Product: [CH3:7][C:4]1[N:3]([C:8]2[CH:22]=[CH:21][C:11]3[CH2:12][CH2:13][NH:14][CH2:15][CH2:16][C:10]=3[CH:9]=2)[C:2]([CH3:1])=[CH:6][CH:5]=1. The catalyst class is: 14. (3) Reactant: [NH2:1][C@H:2]1[CH2:7][CH2:6][CH2:5][CH2:4][C@H:3]1[C:8]([NH2:10])=[O:9].C(N(CC)CC)C.[Cl:18][C:19]1[CH:24]=[CH:23][C:22]([S:25](Cl)(=[O:27])=[O:26])=[CH:21][CH:20]=1. Product: [Cl:18][C:19]1[CH:24]=[CH:23][C:22]([S:25]([NH:1][C@H:2]2[CH2:7][CH2:6][CH2:5][CH2:4][C@H:3]2[C:8]([NH2:10])=[O:9])(=[O:27])=[O:26])=[CH:21][CH:20]=1. The catalyst class is: 4. (4) Product: [Cl:1][CH2:2][CH2:3][CH2:4][O:5][C:6]1[C:11]([O:12][CH3:13])=[CH:10][C:9]([C:14](=[O:16])/[CH:15]=[CH:22]/[N:23]([CH3:25])[CH3:24])=[C:8]([N+:17]([O-:19])=[O:18])[CH:7]=1. Reactant: [Cl:1][CH2:2][CH2:3][CH2:4][O:5][C:6]1[C:11]([O:12][CH3:13])=[CH:10][C:9]([C:14](=[O:16])[CH3:15])=[C:8]([N+:17]([O-:19])=[O:18])[CH:7]=1.CO[CH:22](OC)[N:23]([CH3:25])[CH3:24]. The catalyst class is: 11. (5) Reactant: Br[CH2:2][C:3]([CH:5]1[CH2:8][N:7]([C:9]([O:11][C:12]([CH3:15])([CH3:14])[CH3:13])=[O:10])[CH2:6]1)=O.[Cl:16][C:17]1[N:22]=[N:21][C:20]([NH2:23])=[C:19]([N:24]2[CH2:29][CH2:28][O:27][CH2:26][CH2:25]2)[CH:18]=1. Product: [Cl:16][C:17]1[CH:18]=[C:19]([N:24]2[CH2:29][CH2:28][O:27][CH2:26][CH2:25]2)[C:20]2[N:21]([CH:2]=[C:3]([CH:5]3[CH2:8][N:7]([C:9]([O:11][C:12]([CH3:15])([CH3:14])[CH3:13])=[O:10])[CH2:6]3)[N:23]=2)[N:22]=1. The catalyst class is: 3.